This data is from Peptide-MHC class I binding affinity with 185,985 pairs from IEDB/IMGT. The task is: Regression. Given a peptide amino acid sequence and an MHC pseudo amino acid sequence, predict their binding affinity value. This is MHC class I binding data. (1) The peptide sequence is QLGLAANQT. The MHC is HLA-A02:01 with pseudo-sequence HLA-A02:01. The binding affinity (normalized) is 0. (2) The peptide sequence is MASSPTSI. The MHC is HLA-B51:01 with pseudo-sequence HLA-B51:01. The binding affinity (normalized) is 0.323. (3) The peptide sequence is RPAFPAGTF. The MHC is HLA-A11:01 with pseudo-sequence HLA-A11:01. The binding affinity (normalized) is 0.0847. (4) The peptide sequence is KQIGGTLFE. The MHC is HLA-A24:03 with pseudo-sequence HLA-A24:03. The binding affinity (normalized) is 0.0847. (5) The peptide sequence is ACQGVGGPGHK. The MHC is HLA-A30:02 with pseudo-sequence HLA-A30:02. The binding affinity (normalized) is 0.